Dataset: Full USPTO retrosynthesis dataset with 1.9M reactions from patents (1976-2016). Task: Predict the reactants needed to synthesize the given product. (1) Given the product [CH2:1]([O:8][C:9](=[O:18])[NH:10][C@H:11]1[CH2:16][CH2:15][C@@H:14]([NH:17][C:20]2[CH:29]=[C:28]([CH3:30])[C:27]3[C:22](=[CH:23][CH:24]=[CH:25][CH:26]=3)[N:21]=2)[CH2:13][CH2:12]1)[C:2]1[CH:3]=[CH:4][CH:5]=[CH:6][CH:7]=1, predict the reactants needed to synthesize it. The reactants are: [CH2:1]([O:8][C:9](=[O:18])[NH:10][C@H:11]1[CH2:16][CH2:15][C@@H:14]([NH2:17])[CH2:13][CH2:12]1)[C:2]1[CH:7]=[CH:6][CH:5]=[CH:4][CH:3]=1.Cl[C:20]1[CH:29]=[C:28]([CH3:30])[C:27]2[C:22](=[CH:23][CH:24]=[CH:25][CH:26]=2)[N:21]=1. (2) Given the product [CH2:27]([NH:29][C:24]([C:7]1[C:8]2[C:9](=[N:10][C:11]([NH:14][C:15](=[O:23])[C:16]3[CH:21]=[CH:20][C:19]([CH3:22])=[CH:18][CH:17]=3)=[CH:12][CH:13]=2)[N:5]([C:1]([CH3:3])([CH3:2])[CH3:4])[CH:6]=1)=[O:26])[CH3:28], predict the reactants needed to synthesize it. The reactants are: [C:1]([N:5]1[C:9]2=[N:10][C:11]([NH:14][C:15](=[O:23])[C:16]3[CH:21]=[CH:20][C:19]([CH3:22])=[CH:18][CH:17]=3)=[CH:12][CH:13]=[C:8]2[C:7]([C:24]([OH:26])=O)=[CH:6]1)([CH3:4])([CH3:3])[CH3:2].[CH2:27]([NH2:29])[CH3:28].F[P-](F)(F)(F)(F)F.C[N+](C)=C(N(C)C)ON1C2N=CC=CC=2N=N1.C(N(CC)CC)C. (3) Given the product [OH:1][CH2:9][C@H:10]1[C@H:18]2[N:13]([C:14]3[CH:22]=[CH:21][C:20]([N:23]4[CH2:28][CH2:27][C@@H:26]([O:29][CH3:30])[CH2:25][C:24]4=[O:31])=[CH:19][C:15]=3[O:16][CH2:17]2)[C:12](=[O:32])[O:11]1, predict the reactants needed to synthesize it. The reactants are: [O:1]([CH2:9][C@H:10]1[C@H:18]2[N:13]([C:14]3[CH:22]=[CH:21][C:20]([N:23]4[CH2:28][CH2:27][C@@H:26]([O:29][CH3:30])[CH2:25][C:24]4=[O:31])=[CH:19][C:15]=3[O:16][CH2:17]2)[C:12](=[O:32])[O:11]1)[Si](C(C)(C)C)(C)C.CCCC[N+](CCCC)(CCCC)CCCC.[F-]. (4) Given the product [Br:21][C:18]1[CH:19]=[CH:20][C:15]([C:14]2[C:10]3[CH:9]=[CH:8][C:7]([O:6][CH2:5][CH2:4][CH2:3][CH2:2][N:24]4[CH2:29][CH2:28][CH2:27][CH2:26][CH2:25]4)=[CH:23][C:11]=3[S:12][C:13]=2[CH3:22])=[CH:16][CH:17]=1, predict the reactants needed to synthesize it. The reactants are: Br[CH2:2][CH2:3][CH2:4][CH2:5][O:6][C:7]1[CH:8]=[CH:9][C:10]2[C:14]([C:15]3[CH:20]=[CH:19][C:18]([Br:21])=[CH:17][CH:16]=3)=[C:13]([CH3:22])[S:12][C:11]=2[CH:23]=1.[NH:24]1[CH2:29][CH2:28][CH2:27][CH2:26][CH2:25]1. (5) Given the product [F:1][C:2]1[CH:11]=[CH:10][CH:9]=[C:8]2[C:3]=1[CH2:4][CH2:5][CH2:6][CH:7]2[CH2:12][OH:13], predict the reactants needed to synthesize it. The reactants are: [F:1][C:2]1[CH:11]=[CH:10][CH:9]=[C:8]2[C:3]=1[CH2:4][CH2:5][CH2:6][CH:7]2[C:12](O)=[O:13].B.C1COCC1.CO. (6) Given the product [Br:1][C:2]1[CH:3]=[C:4]([CH:5]=[CH:6][CH:7]=1)[O:8][CH2:23][CH2:22][CH2:21][C:20]([O:19][CH2:17][CH3:18])=[O:25], predict the reactants needed to synthesize it. The reactants are: [Br:1][C:2]1[CH:3]=[C:4]([OH:8])[CH:5]=[CH:6][CH:7]=1.C([O-])([O-])=O.[K+].[K+].[I-].[Na+].[CH2:17]([O:19][C:20](=[O:25])[CH2:21][CH2:22][CH2:23]Br)[CH3:18].